Dataset: Reaction yield outcomes from USPTO patents with 853,638 reactions. Task: Predict the reaction yield, written as a fraction of the theoretical maximum amount of product (1.0 means a 100% yield; for example, 0.34 means a 34% yield). (1) The reactants are [CH2:1]([C@@H:3]1[CH2:7][C:6](=[O:8])[CH2:5][C@@H:4]1[C:9](OCC)=[O:10])[CH3:2].[H-].[H-].[H-].[H-].[Li+].[Al+3].[OH-].[Na+].[O-]S([O-])(=O)=O.[Na+].[Na+]. The catalyst is C1COCC1.O. The product is [CH2:1]([C@H:3]1[C@@H:4]([CH2:9][OH:10])[CH2:5][CH:6]([OH:8])[CH2:7]1)[CH3:2]. The yield is 1.00. (2) The reactants are [Cl:1][C:2]1[C:3](=[O:15])[NH:4][S:5](=[O:14])(=[O:13])[C:6]=1[C:7]1[CH:12]=[CH:11][CH:10]=[CH:9][CH:8]=1.CI.[C:18](=O)([O-])[O-].[K+].[K+].O. The catalyst is CN(C=O)C. The product is [Cl:1][C:2]1[C:3](=[O:15])[N:4]([CH3:18])[S:5](=[O:13])(=[O:14])[C:6]=1[C:7]1[CH:12]=[CH:11][CH:10]=[CH:9][CH:8]=1. The yield is 1.02.